From a dataset of Full USPTO retrosynthesis dataset with 1.9M reactions from patents (1976-2016). Predict the reactants needed to synthesize the given product. (1) Given the product [OH:7][C:8]1[C:9]([CH:17]([C:16]([F:25])([F:24])[F:15])[CH2:18][C:19]([O:21][CH3:22])=[O:20])=[C:10]([OH:12])[N:32]=[CH:30][N:31]=1, predict the reactants needed to synthesize it. The reactants are: C[O-].[Na+].CO.C[O:7][C:8](=O)[CH2:9][C:10]([O:12]C)=O.[F:15][C:16]([F:25])([F:24])/[CH:17]=[CH:18]/[C:19]([O:21][CH2:22]C)=[O:20].C(O)(=O)C.[CH:30]([NH2:32])=[NH:31].Cl. (2) Given the product [C:22]([O:26][C:27]([N:29]1[CH2:30][CH2:31][NH:32][CH2:33][CH:34]1[C:2]1[CH:14]=[N:13][C:5]([NH:6][C:7]2[N:8]=[CH:9][C:4]3[C:3]([CH3:21])=[C:2]([Br:1])[C:14](=[O:15])[N:13]([CH:16]4[CH2:20][CH2:19][CH2:18][CH2:17]4)[C:5]=3[N:6]=2)=[CH:4][CH:3]=1)=[O:28])([CH3:23])([CH3:24])[CH3:25], predict the reactants needed to synthesize it. The reactants are: [Br:1][C:2]1[C:14](=[O:15])[N:13]([CH:16]2[CH2:20][CH2:19][CH2:18][CH2:17]2)[C:5]2[N:6]=[C:7](S(C)=O)[N:8]=[CH:9][C:4]=2[C:3]=1[CH3:21].[C:22]([O:26][C:27]([N:29]1[CH2:34][CH2:33][N:32](C2C=NC(N)=CC=2)[CH2:31][CH2:30]1)=[O:28])([CH3:25])([CH3:24])[CH3:23].CO.C(Cl)Cl. (3) Given the product [CH3:17][CH:13]1[CH2:12][C:10]2[C:11](=[C:6]([Br:5])[CH:7]=[CH:8][C:9]=2[CH3:18])[C:14]1=[O:15], predict the reactants needed to synthesize it. The reactants are: [Al+3].[Cl-].[Cl-].[Cl-].[Br:5][C:6]1[CH:7]=[CH:8][C:9]([CH3:18])=[C:10]([CH2:12][CH:13]([CH3:17])[C:14](Cl)=[O:15])[CH:11]=1. (4) Given the product [CH2:17]([O:16][C:6]1[CH:5]=[C:4]([CH:9]=[C:8]([O:10][CH2:11][C:12]([F:13])([F:14])[F:15])[CH:7]=1)[CH:3]=[O:2])[CH3:18], predict the reactants needed to synthesize it. The reactants are: C[O:2][C:3](=O)[C:4]1[CH:9]=[C:8]([O:10][CH2:11][C:12]([F:15])([F:14])[F:13])[CH:7]=[C:6]([O:16][CH2:17][CH3:18])[CH:5]=1.[H-].[Al+3].[Li+].[H-].[H-].[H-]. (5) Given the product [F:20][C:16]1[CH:15]=[C:14]([NH:13][C:7]2[N:6]=[CH:5][C:4]3[C:9](=[CH:10][C:11]([OH:12])=[C:2]([C:23]4[S:22][CH:26]=[CH:25][N:24]=4)[CH:3]=3)[N:8]=2)[CH:19]=[CH:18][CH:17]=1, predict the reactants needed to synthesize it. The reactants are: Br[C:2]1[CH:3]=[C:4]2[C:9](=[CH:10][C:11]=1[OH:12])[N:8]=[C:7]([NH:13][C:14]1[CH:19]=[CH:18][CH:17]=[C:16]([F:20])[CH:15]=1)[N:6]=[CH:5]2.[Br-].[S:22]1[CH:26]=[CH:25][N:24]=[C:23]1[Zn+]. (6) Given the product [CH2:29]([O:1][C:2]1[CH:3]=[CH:4][C:5]([O:8][C:9]2[CH:10]=[C:11]([CH:26]=[CH:27][CH:28]=2)[CH:12]=[C:13]2[CH2:18][CH2:17][N:16]([C:19]([O:21][C:22]([CH3:23])([CH3:24])[CH3:25])=[O:20])[CH2:15][CH2:14]2)=[N:6][CH:7]=1)[CH3:30], predict the reactants needed to synthesize it. The reactants are: [OH:1][C:2]1[CH:3]=[CH:4][C:5]([O:8][C:9]2[CH:10]=[C:11]([CH:26]=[CH:27][CH:28]=2)[CH:12]=[C:13]2[CH2:18][CH2:17][N:16]([C:19]([O:21][C:22]([CH3:25])([CH3:24])[CH3:23])=[O:20])[CH2:15][CH2:14]2)=[N:6][CH:7]=1.[CH2:29](I)[CH3:30].C([O-])([O-])=O.[K+].[K+].C1OCCOCCOCCOCCOCCOC1.